Dataset: Full USPTO retrosynthesis dataset with 1.9M reactions from patents (1976-2016). Task: Predict the reactants needed to synthesize the given product. (1) Given the product [CH3:3][N:4]([CH3:6])[CH:5]=[CH:13][C:12](=[O:14])[CH:11]([O:15][CH3:16])[O:10][CH3:9], predict the reactants needed to synthesize it. The reactants are: CO[CH:3](OC)[N:4]([CH3:6])[CH3:5].[CH3:9][O:10][CH:11]([O:15][CH3:16])[C:12](=[O:14])[CH3:13]. (2) Given the product [OH:20][C@H:17]1[CH2:18][CH2:19][C@H:14]([NH:13][CH2:2][C:3]([N:5]([CH2:7][CH:8]([O:11][CH3:12])[O:9][CH3:10])[CH3:6])=[O:4])[CH2:15][CH2:16]1, predict the reactants needed to synthesize it. The reactants are: Cl[CH2:2][C:3]([N:5]([CH2:7][CH:8]([O:11][CH3:12])[O:9][CH3:10])[CH3:6])=[O:4].[NH2:13][C@H:14]1[CH2:19][CH2:18][C@H:17]([OH:20])[CH2:16][CH2:15]1.C(=O)([O-])[O-].[Na+].[Na+].[I-].[K+]. (3) The reactants are: Cl[C:2]1[C:3]2[CH:14]=[CH:13][S:12][C:4]=2[N:5]=[C:6]([S:8]([CH3:11])(=[O:10])=[O:9])[N:7]=1. Given the product [CH3:11][S:8]([C:6]1[N:7]=[CH:2][C:3]2[CH:14]=[CH:13][S:12][C:4]=2[N:5]=1)(=[O:9])=[O:10], predict the reactants needed to synthesize it. (4) Given the product [C:2]([OH:1])(=[O:11])[CH3:6].[Cl:7][C:8]1[CH:27]=[CH:26][C:25]([CH2:28][CH2:29][CH2:30][NH:4][CH2:3][C:2]([OH:1])([CH3:6])[CH3:5])=[CH:24][C:9]=1[C:10]([NH:12][CH2:13][C:14]12[CH2:23][CH:18]3[CH2:19][CH:20]([CH2:22][CH:16]([CH2:17]3)[CH2:15]1)[CH2:21]2)=[O:11], predict the reactants needed to synthesize it. The reactants are: [OH:1][C:2]([CH3:6])([CH3:5])[CH2:3][NH2:4].[Cl:7][C:8]1[CH:27]=[CH:26][C:25]([CH2:28][CH2:29][CH2:30]OS(C)(=O)=O)=[CH:24][C:9]=1[C:10]([NH:12][CH2:13][C:14]12[CH2:23][CH:18]3[CH2:19][CH:20]([CH2:22][CH:16]([CH2:17]3)[CH2:15]1)[CH2:21]2)=[O:11]. (5) Given the product [O:44]=[C:43]([NH:41][CH2:40][CH2:3][O:4][CH2:5][CH2:6][O:7][CH2:8][CH2:9][O:10][CH2:11][CH2:12][NH:13][S:14]([C:17]1[CH:18]=[CH:19][C:20]([O:21][C:22]2[C:23]([F:37])=[CH:24][C:25]([CH:29]=[C:30]([C:31]([O:33][CH2:34][CH3:35])=[O:32])[CH3:36])=[CH:26][C:27]=2[F:28])=[CH:38][CH:39]=1)(=[O:16])=[O:15])[NH:1][CH2:2][CH2:3][O:4][CH2:5][CH2:6][O:7][CH2:8][CH2:9][O:10][CH2:11][CH2:12][NH:13][S:14]([C:17]1[CH:39]=[CH:38][C:20]([O:21][C:22]2[C:23]([F:37])=[CH:24][C:25]([CH:29]=[C:30]([C:31]([O:33][CH2:34][CH3:35])=[O:32])[CH3:36])=[CH:26][C:27]=2[F:28])=[CH:19][CH:18]=1)(=[O:16])=[O:15], predict the reactants needed to synthesize it. The reactants are: [NH2:1][CH2:2][CH2:3][O:4][CH2:5][CH2:6][O:7][CH2:8][CH2:9][O:10][CH2:11][CH2:12][NH:13][S:14]([C:17]1[CH:39]=[CH:38][C:20]([O:21][C:22]2[C:27]([F:28])=[CH:26][C:25](/[CH:29]=[C:30](\[CH3:36])/[C:31]([O:33][CH2:34][CH3:35])=[O:32])=[CH:24][C:23]=2[F:37])=[CH:19][CH:18]=1)(=[O:16])=[O:15].[CH3:40][N:41]([CH:43]=[O:44])C. (6) Given the product [CH:32]1([C:9]2[C:8]3[C:12](=[CH:13][C:5]([C:3]([OH:4])=[O:2])=[CH:6][CH:7]=3)[N:11]([CH2:14][C:15]([N:17]3[CH2:18][CH2:19][O:20][CH2:21][CH2:22]3)=[O:16])[C:10]=2[C:23]2[CH:24]=[C:25]3[C:26](=[CH:27][CH:28]=2)[N:29]=[C:46]([C:43]2[CH:44]=[CH:45][C:40]([C:39]([F:50])([F:49])[F:38])=[CH:41][CH:42]=2)[CH:47]=[CH:30]3)[CH2:37][CH2:36][CH2:35][CH2:34][CH2:33]1, predict the reactants needed to synthesize it. The reactants are: C[O:2][C:3]([C:5]1[CH:13]=[C:12]2[C:8]([C:9]([CH:32]3[CH2:37][CH2:36][CH2:35][CH2:34][CH2:33]3)=[C:10]([C:23]3[CH:28]=[CH:27][C:26]([NH2:29])=[C:25]([CH:30]=O)[CH:24]=3)[N:11]2[CH2:14][C:15]([N:17]2[CH2:22][CH2:21][O:20][CH2:19][CH2:18]2)=[O:16])=[CH:7][CH:6]=1)=[O:4].[F:38][C:39]([F:50])([F:49])[C:40]1[CH:45]=[CH:44][C:43]([C:46](=O)[CH3:47])=[CH:42][CH:41]=1.